From a dataset of Forward reaction prediction with 1.9M reactions from USPTO patents (1976-2016). Predict the product of the given reaction. Given the reactants [C:1]([O:5][C:6]([N:8]([CH2:10][C:11]1[CH:20]=[CH:19][C:14]([C:15]([O:17]C)=[O:16])=[CH:13][CH:12]=1)[CH3:9])=[O:7])([CH3:4])([CH3:3])[CH3:2].[OH-].[Na+], predict the reaction product. The product is: [C:1]([O:5][C:6]([N:8]([CH2:10][C:11]1[CH:12]=[CH:13][C:14]([C:15]([OH:17])=[O:16])=[CH:19][CH:20]=1)[CH3:9])=[O:7])([CH3:4])([CH3:2])[CH3:3].